From a dataset of In vitro SARS-CoV-2 activity screen of 1,480 approved drugs from Prestwick library. Binary Classification. Given a drug SMILES string, predict its activity (active/inactive) in a high-throughput screening assay against a specified biological target. (1) The compound is CCC(=O)OC(OP(=O)(CCCCc1ccccc1)CC(=O)N1C[C@H](C2CCCCC2)C[C@H]1C(=O)O)C(C)C. The result is 1 (active). (2) The molecule is Cc1ccc(C(=O)c2ccc(CC(=O)O)n2C)cc1.O.O.[Na+]. The result is 0 (inactive). (3) The compound is C/C1=C2/N=C(/C=C3\N=C(/C(C)=C4\[N-][C@@](C)([C@@H]5N=C1[C@](C)(CCC(=O)NC[C@@H](C)OP(=O)([O-])O[C@@H]1[C@@H](CO)O[C@H](n6cnc7cc(C)c(C)cc76)[C@@H]1O)[C@H]5CC(N)=O)[C@@](C)(CC(N)=O)[C@@H]4CCC(N)=O)[C@@](C)(CC(N)=O)[C@@H]3CCC(N)=O)C(C)(C)[C@@H]2CCC(N)=O.[C-]#N.[Co+3]. The result is 0 (inactive). (4) The result is 0 (inactive). The drug is COc1cc(NS(=O)(=O)c2ccc(N)cc2)nc(OC)n1. (5) The compound is C[C@]12C[C@H](O)[C@H]3[C@@H](CCC4=CC(=O)CC[C@@]43C)[C@@H]1CC[C@]2(O)C(=O)CO. The result is 0 (inactive). (6) The drug is Nc1cc(C(Cl)=C(Cl)Cl)c(S(N)(=O)=O)cc1S(N)(=O)=O. The result is 0 (inactive).